This data is from Reaction yield outcomes from USPTO patents with 853,638 reactions. The task is: Predict the reaction yield, written as a fraction of the theoretical maximum amount of product (1.0 means a 100% yield; for example, 0.34 means a 34% yield). (1) The reactants are [OH-].[Na+].C[O:4][C:5](=[O:36])/[C:6](/[NH:15][C:16](=[O:35])[C:17]1[CH:22]=[CH:21][C:20]([CH:23]([OH:33])[CH2:24][CH2:25][C:26]2[CH:31]=[CH:30][CH:29]=[C:28]([OH:32])[CH:27]=2)=[CH:19][C:18]=1[Cl:34])=[CH:7]/[C:8]1[S:12][C:11]([CH3:13])=[N:10][C:9]=1[CH3:14]. The catalyst is CO.O1CCCC1. The product is [Cl:34][C:18]1[CH:19]=[C:20]([CH:23]([OH:33])[CH2:24][CH2:25][C:26]2[CH:31]=[CH:30][CH:29]=[C:28]([OH:32])[CH:27]=2)[CH:21]=[CH:22][C:17]=1[C:16]([NH:15]/[C:6](=[CH:7]\[C:8]1[S:12][C:11]([CH3:13])=[N:10][C:9]=1[CH3:14])/[C:5]([OH:36])=[O:4])=[O:35]. The yield is 0.580. (2) The reactants are Br[C:2]1[N:7]=[C:6]([CH2:8][OH:9])[CH:5]=[CH:4][C:3]=1[O:10][CH2:11][CH2:12][O:13][Si:14]([C:17]([CH3:20])([CH3:19])[CH3:18])([CH3:16])[CH3:15].[CH3:21][S:22]([C:25]1[CH:30]=[CH:29][C:28](B(O)O)=[C:27]([C:34]([F:37])([F:36])[F:35])[CH:26]=1)(=[O:24])=[O:23].C([O-])([O-])=O.[Na+].[Na+]. The catalyst is C1(C)C=CC=CC=1.CCO.[Cl-].[Na+].O.Cl[Pd](Cl)([P](C1C=CC=CC=1)(C1C=CC=CC=1)C1C=CC=CC=1)[P](C1C=CC=CC=1)(C1C=CC=CC=1)C1C=CC=CC=1. The product is [C:17]([Si:14]([CH3:16])([CH3:15])[O:13][CH2:12][CH2:11][O:10][C:3]1[CH:4]=[CH:5][C:6]([CH2:8][OH:9])=[N:7][C:2]=1[C:28]1[CH:29]=[CH:30][C:25]([S:22]([CH3:21])(=[O:23])=[O:24])=[CH:26][C:27]=1[C:34]([F:35])([F:37])[F:36])([CH3:20])([CH3:19])[CH3:18]. The yield is 0.600. (3) The reactants are [OH:1][C:2]1[CH:11]=[C:10]2[C:5]([C:6]([O:12][C:13]3[CH:18]=[CH:17][C:16]([NH:19][C:20](=[O:27])[C:21]4[CH:26]=[CH:25][CH:24]=[CH:23][CH:22]=4)=[CH:15][CH:14]=3)=[CH:7][CH:8]=[N:9]2)=[CH:4][C:3]=1[O:28][CH3:29].[CH:30]1([O:35][C:36](=[O:49])[C@@H:37]([NH:41][C:42]([O:44][C:45]([CH3:48])([CH3:47])[CH3:46])=[O:43])[CH2:38][CH2:39]O)[CH2:34][CH2:33][CH2:32][CH2:31]1.C1(P(C2C=CC=CC=2)C2C=CC=CC=2)C=CC=CC=1.N(C(OC(C)C)=O)=NC(OC(C)C)=O. The catalyst is C(Cl)Cl. The product is [CH:30]1([O:35][C:36](=[O:49])[C@@H:37]([NH:41][C:42]([O:44][C:45]([CH3:48])([CH3:47])[CH3:46])=[O:43])[CH2:38][CH2:39][O:1][C:2]2[CH:11]=[C:10]3[C:5]([C:6]([O:12][C:13]4[CH:14]=[CH:15][C:16]([NH:19][C:20](=[O:27])[C:21]5[CH:26]=[CH:25][CH:24]=[CH:23][CH:22]=5)=[CH:17][CH:18]=4)=[CH:7][CH:8]=[N:9]3)=[CH:4][C:3]=2[O:28][CH3:29])[CH2:31][CH2:32][CH2:33][CH2:34]1. The yield is 0.460. (4) The reactants are [F:1][C:2]1[CH:3]=[CH:4][C:5]([C:8]2[C:12](/[CH:13]=[CH:14]/[C:15]3[S:16][C:17]([C:20]([OH:22])=O)=[CH:18][N:19]=3)=[C:11]([CH3:23])[O:10][N:9]=2)=[N:6][CH:7]=1.[NH:24]1[CH2:29][CH2:28][S:27][CH2:26][CH2:25]1. No catalyst specified. The product is [F:1][C:2]1[CH:3]=[CH:4][C:5]([C:8]2[C:12](/[CH:13]=[CH:14]/[C:15]3[S:16][C:17]([C:20]([N:24]4[CH2:29][CH2:28][S:27][CH2:26][CH2:25]4)=[O:22])=[CH:18][N:19]=3)=[C:11]([CH3:23])[O:10][N:9]=2)=[N:6][CH:7]=1. The yield is 0.590. (5) The product is [N+:1]([C:4]1[CH:8]=[CH:7][N:6]([CH2:9][C:10]2([OH:13])[CH2:12][CH2:11]2)[N:5]=1)([O-:3])=[O:2]. The yield is 0.710. The catalyst is C(O)C. The reactants are [N+:1]([C:4]1[CH:8]=[CH:7][N:6]([CH2:9][C:10]2([O:13]C3CCCCO3)[CH2:12][CH2:11]2)[N:5]=1)([O-:3])=[O:2].C1(C)C=CC(S(O)(=O)=O)=CC=1. (6) The reactants are [CH:1]1([C:4]2[CH:5]=[C:6]([NH:10][C:11]3[O:12][CH2:13][C:14]4[CH:20]=[C:19]([NH2:21])[CH:18]=[CH:17][C:15]=4[N:16]=3)[CH:7]=[CH:8][CH:9]=2)[CH2:3][CH2:2]1.[CH:22]([C:24]1[S:25][CH:26]=[CH:27][N:28]=1)=O. No catalyst specified. The product is [CH:1]1([C:4]2[CH:5]=[C:6]([NH:10][C:11]3[O:12][CH2:13][C:14]4[CH:20]=[C:19]([NH:21][CH2:22][C:24]5[S:25][CH:26]=[CH:27][N:28]=5)[CH:18]=[CH:17][C:15]=4[N:16]=3)[CH:7]=[CH:8][CH:9]=2)[CH2:3][CH2:2]1. The yield is 0.460. (7) The reactants are [CH2:1]([O:8][C:9]1[C:10]([C:17]([O:19]C2C=CC=CC=2)=[O:18])=[C:11]([CH3:16])[C:12](Br)=[N:13][CH:14]=1)[C:2]1[CH:7]=[CH:6][CH:5]=[CH:4][CH:3]=1.C([O-])([O-])=[O:27].[Cs+].[Cs+].[CH3:32][C:33](P(C(C)(C)C)C1N(C2C(C3C=CC=CC=3)=NN(C3C=CC=CC=3)C=2C2C=CC=CC=2)N=CC=1)([CH3:35])C.[OH-].[Na+]. The catalyst is CC(O)C.C1C=CC(/C=C/C(/C=C/C2C=CC=CC=2)=O)=CC=1.C1C=CC(/C=C/C(/C=C/C2C=CC=CC=2)=O)=CC=1.C1C=CC(/C=C/C(/C=C/C2C=CC=CC=2)=O)=CC=1.[Pd].[Pd].CO. The product is [CH2:1]([O:8][C:9]1[C:10]([C:17]([OH:19])=[O:18])=[C:11]([CH3:16])[C:12]([O:27][CH:33]([CH3:35])[CH3:32])=[N:13][CH:14]=1)[C:2]1[CH:3]=[CH:4][CH:5]=[CH:6][CH:7]=1. The yield is 0.600. (8) The reactants are [OH:1][C:2]1[CH:3]=[C:4]([CH:9]=[C:10]([O:12][C@@H:13]([CH3:17])[CH2:14][O:15][CH3:16])[CH:11]=1)[C:5]([O:7][CH3:8])=[O:6].[N:18]1([C:22]([C:24]2[CH:29]=[N:28][C:27](Cl)=[CH:26][N:25]=2)=[O:23])[CH2:21][CH2:20][CH2:19]1.C(=O)([O-])[O-].[Cs+].[Cs+].CS(C)=O. The catalyst is O.C(OCC)(=O)C. The product is [N:18]1([C:22]([C:24]2[N:25]=[CH:26][C:27]([O:1][C:2]3[CH:3]=[C:4]([CH:9]=[C:10]([O:12][C@@H:13]([CH3:17])[CH2:14][O:15][CH3:16])[CH:11]=3)[C:5]([O:7][CH3:8])=[O:6])=[N:28][CH:29]=2)=[O:23])[CH2:21][CH2:20][CH2:19]1. The yield is 0.930. (9) The yield is 0.910. The reactants are [OH:1][C:2]1[CH:7]=[CH:6][CH:5]=[CH:4][N:3]=1.CC[N:10]([CH2:13]C)CC.[O:15]=[S:16](Cl)Cl.[CH2:19]1[CH2:23][O:22][CH2:21][CH2:20]1. The product is [S:16]([O:22][C:23]1[CH:19]=[CH:20][CH:21]=[CH:13][N:10]=1)([O:1][C:2]1[CH:7]=[CH:6][CH:5]=[CH:4][N:3]=1)=[O:15]. No catalyst specified.